This data is from Full USPTO retrosynthesis dataset with 1.9M reactions from patents (1976-2016). The task is: Predict the reactants needed to synthesize the given product. (1) The reactants are: [OH:1][C:2]1([CH2:8][N:9]2[CH:13]=[CH:12][C:11]([NH:14][C:15]([CH:17]3[CH:21]([C:22]4[CH:27]=[CH:26][CH:25]=[C:24]([Cl:28])[C:23]=4[F:29])[C:20]([C:32]4[CH:37]=[CH:36][C:35]([Cl:38])=[CH:34][C:33]=4[F:39])([C:30]#[N:31])[CH:19]([CH2:40][C:41]([CH3:44])([CH3:43])[CH3:42])[NH:18]3)=[O:16])=[N:10]2)[CH2:7][CH2:6][NH:5][CH2:4][CH2:3]1.C(=O)([O-])[O-].[Cs+].[Cs+].[C:51]([O:54][C:55]([CH3:58])([CH3:57])[CH3:56])(=[O:53])[CH3:52]. Given the product [C:55]([O:54][C:51](=[O:53])[CH2:52][N:5]1[CH2:4][CH2:3][C:2]([CH2:8][N:9]2[CH:13]=[CH:12][C:11]([NH:14][C:15]([C@H:17]3[C@H:21]([C:22]4[CH:27]=[CH:26][CH:25]=[C:24]([Cl:28])[C:23]=4[F:29])[C@:20]([C:32]4[CH:37]=[CH:36][C:35]([Cl:38])=[CH:34][C:33]=4[F:39])([C:30]#[N:31])[C@H:19]([CH2:40][C:41]([CH3:44])([CH3:43])[CH3:42])[NH:18]3)=[O:16])=[N:10]2)([OH:1])[CH2:7][CH2:6]1)([CH3:58])([CH3:57])[CH3:56], predict the reactants needed to synthesize it. (2) Given the product [O:1]1[C:5]2[CH:6]=[CH:7][C:8]([C:14]3[CH:15]=[C:16]([NH2:17])[CH:18]=[CH:19][CH:20]=3)=[CH:9][C:4]=2[CH2:3][CH2:2]1, predict the reactants needed to synthesize it. The reactants are: [O:1]1[C:5]2[CH:6]=[CH:7][C:8](B(O)O)=[CH:9][C:4]=2[CH2:3][CH2:2]1.Br[C:14]1[CH:15]=[C:16]([CH:18]=[CH:19][CH:20]=1)[NH2:17].C([O-])([O-])=O.[Na+].[Na+]. (3) Given the product [I:1][C:2]1[CH:3]=[CH:4][C:5]([N:8]2[CH:12]=[CH:11][C:10]([CH:13]([C:15]3[CH:24]=[CH:23][C:18]4[N:19]([CH2:28][O:29][CH2:30][CH2:31][Si:32]([CH3:35])([CH3:34])[CH3:33])[C:20](=[O:22])[S:21][C:17]=4[CH:16]=3)[CH3:14])=[N:9]2)=[N:6][CH:7]=1, predict the reactants needed to synthesize it. The reactants are: [I:1][C:2]1[CH:3]=[CH:4][C:5]([N:8]2[CH:12]=[CH:11][C:10]([CH:13]([C:15]3[CH:24]=[CH:23][C:18]4[NH:19][C:20](=[O:22])[S:21][C:17]=4[CH:16]=3)[CH3:14])=[N:9]2)=[N:6][CH:7]=1.[H-].[Na+].Cl[CH2:28][O:29][CH2:30][CH2:31][Si:32]([CH3:35])([CH3:34])[CH3:33]. (4) The reactants are: [CH3:1][C:2]1[CH:21]=[CH:20][CH:19]=[C:18]([CH3:22])[C:3]=1[CH2:4][O:5][C:6]1[CH:11]=[CH:10][CH:9]=[CH:8][C:7]=1[CH2:12][C:13]([O:15]CC)=[O:14].[OH-].[Na+]. Given the product [CH3:1][C:2]1[CH:21]=[CH:20][CH:19]=[C:18]([CH3:22])[C:3]=1[CH2:4][O:5][C:6]1[CH:11]=[CH:10][CH:9]=[CH:8][C:7]=1[CH2:12][C:13]([OH:15])=[O:14], predict the reactants needed to synthesize it. (5) Given the product [CH3:35][O:34][C:30]1[CH:29]=[C:28]([N:23]2[CH2:24][CH2:25][CH2:26][C@@H:22]2[C:10]2[CH:11]=[C:12]([C:18]([O:20][CH3:21])=[O:19])[CH:13]=[C:14]3[C:9]=2[O:8][C:7]([N:4]2[CH2:3][CH2:2][O:1][CH2:6][CH2:5]2)=[CH:16][C:15]3=[O:17])[CH:33]=[CH:32][CH:31]=1, predict the reactants needed to synthesize it. The reactants are: [O:1]1[CH2:6][CH2:5][N:4]([C:7]2[O:8][C:9]3[C:14]([C:15](=[O:17])[CH:16]=2)=[CH:13][C:12]([C:18]([O:20][CH3:21])=[O:19])=[CH:11][C:10]=3[C@H:22]2[CH2:26][CH2:25][CH2:24][NH:23]2)[CH2:3][CH2:2]1.Br[C:28]1[CH:33]=[CH:32][CH:31]=[C:30]([O:34][CH3:35])[CH:29]=1.